From a dataset of Catalyst prediction with 721,799 reactions and 888 catalyst types from USPTO. Predict which catalyst facilitates the given reaction. (1) Reactant: [C:1]([O:5][C:6]([N:8]1[CH2:13][CH2:12][CH:11]([C:14]2[NH:15][C:16]([C:24]3[CH:29]=[CH:28][N:27]=[C:26](/[CH:30]=[CH:31]/[C:32]4[CH:37]=[CH:36][CH:35]=[CH:34][CH:33]=4)[CH:25]=3)=[CH:17][C:18]=2[C:19]([O:21]CC)=[O:20])[CH2:10][CH2:9]1)=[O:7])([CH3:4])([CH3:3])[CH3:2].[OH-].[Na+]. Product: [C:1]([O:5][C:6]([N:8]1[CH2:9][CH2:10][CH:11]([C:14]2[NH:15][C:16]([C:24]3[CH:29]=[CH:28][N:27]=[C:26](/[CH:30]=[CH:31]/[C:32]4[CH:33]=[CH:34][CH:35]=[CH:36][CH:37]=4)[CH:25]=3)=[CH:17][C:18]=2[C:19]([OH:21])=[O:20])[CH2:12][CH2:13]1)=[O:7])([CH3:4])([CH3:2])[CH3:3]. The catalyst class is: 5. (2) Reactant: [CH3:1][C:2]([NH2:6])([CH3:5])[CH2:3][NH2:4].[Cl:7][C:8]1[CH:27]=[CH:26][C:25]([CH2:28][CH2:29][CH2:30]OS(C)(=O)=O)=[CH:24][C:9]=1[C:10]([NH:12][CH2:13][C:14]12[CH2:23][CH:18]3[CH2:19][CH:20]([CH2:22][CH:16]([CH2:17]3)[CH2:15]1)[CH2:21]2)=[O:11]. Product: [ClH:7].[ClH:7].[NH2:6][C:2]([CH3:5])([CH3:1])[CH2:3][NH:4][CH2:30][CH2:29][CH2:28][C:25]1[CH:26]=[CH:27][C:8]([Cl:7])=[C:9]([CH:24]=1)[C:10]([NH:12][CH2:13][C:14]12[CH2:21][CH:20]3[CH2:19][CH:18]([CH2:17][CH:16]([CH2:22]3)[CH2:15]1)[CH2:23]2)=[O:11]. The catalyst class is: 54. (3) Reactant: [Br:1][C:2]1[CH:3]=[C:4]2[C:8](=[CH:9][CH:10]=1)[C:7]1([C:14](=[O:15])[N:13]([CH2:16][C:17]([N:19]([CH2:26][C:27]3[CH:32]=[CH:31][C:30]([F:33])=[CH:29][CH:28]=3)[C@@H:20]([CH3:25])[C:21]([F:24])([F:23])[F:22])=[O:18])[C:12](=[O:34])[NH:11]1)[CH2:6][C:5]2=[O:35].[BH4-].[Na+].CC(C)=O.O. Product: [Br:1][C:2]1[CH:3]=[C:4]2[C:8](=[CH:9][CH:10]=1)[C:7]1([C:14](=[O:15])[N:13]([CH2:16][C:17]([N:19]([CH2:26][C:27]3[CH:28]=[CH:29][C:30]([F:33])=[CH:31][CH:32]=3)[C@@H:20]([CH3:25])[C:21]([F:24])([F:23])[F:22])=[O:18])[C:12](=[O:34])[NH:11]1)[CH2:6][CH:5]2[OH:35]. The catalyst class is: 83. (4) Reactant: [CH3:1][N:2]1[C:7](=[O:8])[C:6]2[C:9]([C:30]3[CH:35]=[CH:34][CH:33]=[CH:32][CH:31]=3)=[C:10]([C:12]3[CH:17]=[CH:16][C:15]([C:18]4([NH:22]C(=O)OC(C)(C)C)[CH2:21][CH2:20][CH2:19]4)=[CH:14][CH:13]=3)[O:11][C:5]=2[N:4]=[C:3]1[N:36]1[CH2:41][CH2:40][NH:39][C:38](=[O:42])[CH2:37]1.C(O)(C(F)(F)F)=O. Product: [NH2:22][C:18]1([C:15]2[CH:16]=[CH:17][C:12]([C:10]3[O:11][C:5]4[N:4]=[C:3]([N:36]5[CH2:41][CH2:40][NH:39][C:38](=[O:42])[CH2:37]5)[N:2]([CH3:1])[C:7](=[O:8])[C:6]=4[C:9]=3[C:30]3[CH:31]=[CH:32][CH:33]=[CH:34][CH:35]=3)=[CH:13][CH:14]=2)[CH2:21][CH2:20][CH2:19]1. The catalyst class is: 2.